From a dataset of Catalyst prediction with 721,799 reactions and 888 catalyst types from USPTO. Predict which catalyst facilitates the given reaction. (1) Reactant: Cl[C:2]1[C:11]2=[N:12][N:13](CC3C=CC(OC)=CC=3)[CH:14]=[C:10]2[C:9]2[CH:8]=[CH:7][CH:6]=[CH:5][C:4]=2[N:3]=1.[CH3:24][O:25][C:26]1[N:31]=[CH:30][C:29]([NH2:32])=[CH:28][CH:27]=1.Cl. Product: [CH3:24][O:25][C:26]1[N:31]=[CH:30][C:29]([NH:32][C:2]2[C:11]3=[N:12][NH:13][CH:14]=[C:10]3[C:9]3[CH:8]=[CH:7][CH:6]=[CH:5][C:4]=3[N:3]=2)=[CH:28][CH:27]=1. The catalyst class is: 71. (2) Reactant: CO[C:3](=O)[C@H:4]([NH:6][C:7](=[O:22])[C@@H:8]([NH:11][C:12](OCC1C=CC=CC=1)=[O:13])[CH2:9][OH:10])C.C1CCCCC=1. Product: [OH:10][CH2:9][C@@H:8]1[NH:11][C:12](=[O:13])[C@@H:4]([CH3:3])[NH:6][C:7]1=[O:22]. The catalyst class is: 43. (3) The catalyst class is: 3. Reactant: [Cl:1][C:2]1[CH:3]=[C:4]([CH:15]=[CH:16][C:17]=1[Cl:18])[O:5][CH:6]1[CH2:11][CH2:10][N:9]([CH2:12][CH2:13][NH2:14])[CH2:8][CH2:7]1.[CH3:19][S:20]([C:23]1[CH:24]=[C:25]([CH:29]=[CH:30][CH:31]=1)[C:26](O)=[O:27])(=[O:22])=[O:21].C(N(CC)CC)C.C1CN([P+](Br)(N2CCCC2)N2CCCC2)CC1.F[P-](F)(F)(F)(F)F. Product: [ClH:1].[Cl:1][C:2]1[CH:3]=[C:4]([CH:15]=[CH:16][C:17]=1[Cl:18])[O:5][CH:6]1[CH2:7][CH2:8][N:9]([CH2:12][CH2:13][NH:14][C:26](=[O:27])[C:25]2[CH:29]=[CH:30][CH:31]=[C:23]([S:20]([CH3:19])(=[O:22])=[O:21])[CH:24]=2)[CH2:10][CH2:11]1. (4) Reactant: [C:1]([O:7][CH2:8][CH3:9])(=[O:6])[CH2:2][C:3]([O-:5])=O.N1C=C[CH:13]=[CH:12][C:11]=1[C:16]1C=CC=CN=1.C([Li])CCC.CC(CC)C(Cl)=O.Cl. Product: [CH3:16][CH:11]([CH2:12][CH3:13])[C:3](=[O:5])[CH2:2][C:1]([O:7][CH2:8][CH3:9])=[O:6]. The catalyst class is: 7.